Dataset: Peptide-MHC class I binding affinity with 185,985 pairs from IEDB/IMGT. Task: Regression. Given a peptide amino acid sequence and an MHC pseudo amino acid sequence, predict their binding affinity value. This is MHC class I binding data. (1) The peptide sequence is RPNRQLGSM. The MHC is HLA-B57:01 with pseudo-sequence HLA-B57:01. The binding affinity (normalized) is 0.0847. (2) The peptide sequence is VSDFRKEFY. The MHC is HLA-B39:01 with pseudo-sequence HLA-B39:01. The binding affinity (normalized) is 0.0847. (3) The peptide sequence is GLPMNTGWV. The MHC is HLA-A01:01 with pseudo-sequence HLA-A01:01. The binding affinity (normalized) is 0.0847. (4) The peptide sequence is RQADILRQF. The MHC is HLA-A31:01 with pseudo-sequence HLA-A31:01. The binding affinity (normalized) is 0.0847. (5) The peptide sequence is MLWCKDGHV. The MHC is HLA-A02:06 with pseudo-sequence HLA-A02:06. The binding affinity (normalized) is 0.455. (6) The peptide sequence is PDFNSLISI. The MHC is HLA-B44:02 with pseudo-sequence HLA-B44:02. The binding affinity (normalized) is 0.0581. (7) The peptide sequence is LSVIWMMWYW. The MHC is HLA-A02:01 with pseudo-sequence HLA-A02:01. The binding affinity (normalized) is 0.159.